This data is from Full USPTO retrosynthesis dataset with 1.9M reactions from patents (1976-2016). The task is: Predict the reactants needed to synthesize the given product. (1) The reactants are: C(OC([NH:8][C:9]1[N:14]=[CH:13][C:12]([C:15]2[CH2:16][CH2:17][N:18](C(OC(C)(C)C)=O)[CH2:19][CH:20]=2)=[CH:11][C:10]=1[C:28]1[O:29][C:30]([C:33]2[CH:38]=[CH:37][CH:36]=[CH:35][CH:34]=2)=[N:31][N:32]=1)=O)(C)(C)C.C(O)(C(F)(F)F)=O.C(N(CC)CC)C.[CH2:53]([S:55](Cl)(=[O:57])=[O:56])[CH3:54]. Given the product [CH2:53]([S:55]([N:18]1[CH2:19][CH:20]=[C:15]([C:12]2[CH:11]=[C:10]([C:28]3[O:29][C:30]([C:33]4[CH:34]=[CH:35][CH:36]=[CH:37][CH:38]=4)=[N:31][N:32]=3)[C:9]([NH2:8])=[N:14][CH:13]=2)[CH2:16][CH2:17]1)(=[O:57])=[O:56])[CH3:54], predict the reactants needed to synthesize it. (2) Given the product [Cl:13][C:17]1[CH:16]=[C:15]([CH:25]=[CH:26][C:1]=1[O:2][C:3]1[C:8]2[C:9]([CH3:12])=[N:10][S:11][C:7]=2[CH:6]=[CH:5][CH:4]=1)[NH2:14], predict the reactants needed to synthesize it. The reactants are: [CH3:1][O:2][C:3]1[C:8]2[C:9]([CH3:12])=[N:10][S:11][C:7]=2[CH:6]=[CH:5][CH:4]=1.[ClH:13].[N:14]1C=C[CH:17]=[CH:16][CH:15]=1.O.C(O[CH2:25][CH3:26])(=O)C.